From a dataset of TCR-epitope binding with 47,182 pairs between 192 epitopes and 23,139 TCRs. Binary Classification. Given a T-cell receptor sequence (or CDR3 region) and an epitope sequence, predict whether binding occurs between them. (1) The epitope is LPRRSGAAGA. The TCR CDR3 sequence is CASSKQGSSYNEQFF. Result: 1 (the TCR binds to the epitope). (2) The epitope is FLKEKGGL. The TCR CDR3 sequence is CASGVLREAFF. Result: 1 (the TCR binds to the epitope). (3) The epitope is LLDFVRFMGV. The TCR CDR3 sequence is CASSQTGGSYNEQFF. Result: 0 (the TCR does not bind to the epitope). (4) The epitope is HSKKKCDEL. Result: 0 (the TCR does not bind to the epitope). The TCR CDR3 sequence is CASSFWAEQYF.